This data is from Full USPTO retrosynthesis dataset with 1.9M reactions from patents (1976-2016). The task is: Predict the reactants needed to synthesize the given product. (1) The reactants are: [NH2:1][C:2]1[CH:3]=[C:4]2[C:8](=[CH:9][CH:10]=1)[CH2:7][CH2:6][CH2:5]2.[C:11](OC(=O)C)(=[O:13])[CH3:12].O. Given the product [C:11]([NH:1][C:2]1[CH:3]=[C:4]2[C:8](=[CH:9][CH:10]=1)[CH2:7][CH2:6][CH2:5]2)(=[O:13])[CH3:12], predict the reactants needed to synthesize it. (2) Given the product [NH2:1][C:2]1[CH:3]=[CH:4][C:5]([C:8]2[CH:14]=[CH:13][C:11]([NH:12][C:32](=[O:33])[O:34][C:35]([CH3:38])([CH3:37])[CH3:36])=[CH:10][CH:9]=2)=[CH:6][CH:7]=1, predict the reactants needed to synthesize it. The reactants are: [NH2:1][C:2]1[CH:7]=[CH:6][C:5]([C:8]2[CH:14]=[CH:13][C:11]([NH2:12])=[CH:10][CH:9]=2)=[CH:4][CH:3]=1.CN(C)C=O.O1CCCC1.O.C(=O)([O-])[O-].[K+].[K+].[C:32](O[C:32]([O:34][C:35]([CH3:38])([CH3:37])[CH3:36])=[O:33])([O:34][C:35]([CH3:38])([CH3:37])[CH3:36])=[O:33]. (3) The reactants are: Cl[CH2:2][C:3]([N:5]1[CH2:10][CH2:9][N:8]([CH3:11])[CH2:7][CH2:6]1)=[O:4].O=C1[C:17]2([CH2:22][CH2:21][N:20]([C:23]([O:25][C:26]([CH3:29])([CH3:28])[CH3:27])=[O:24])[CH2:19][CH2:18]2)[N:16]([C:30]2[CH:35]=[CH:34][CH:33]=[CH:32][CH:31]=2)CN1.[C:36](=[O:39])([O-:38])[O-].[K+].[K+].[CH3:42][N:43]([CH3:46])[CH:44]=[O:45]. Given the product [CH3:11][N:8]1[CH2:9][CH2:10][N:5]([C:3](=[O:4])[CH2:2][O:38][C:36]([C:30]2[CH:31]=[C:32]([CH:33]=[CH:34][CH:35]=2)[CH2:42][N:43]2[C:44](=[O:45])[C:17]3([CH2:22][CH2:21][N:20]([C:23]([O:25][C:26]([CH3:29])([CH3:28])[CH3:27])=[O:24])[CH2:19][CH2:18]3)[N:16]([C:30]3[CH:35]=[CH:34][CH:33]=[CH:32][CH:31]=3)[CH2:46]2)=[O:39])[CH2:6][CH2:7]1, predict the reactants needed to synthesize it. (4) The reactants are: [C:1]([C:3]1[CH:4]=[C:5]2[C:10](=[CH:11][C:12]=1F)[O:9][C:8](C)(C)[CH2:7][CH:6]2[C:16]([O:18][CH3:19])=[O:17])#[N:2].[OH:20][C:21]1[CH:33]=[CH:32][C:24]([C:25]([O:27][C:28]([CH3:31])([CH3:30])[CH3:29])=[O:26])=[CH:23][CH:22]=1.C([O-])([O-])=O.[K+].[K+]. Given the product [C:28]([O:27][C:25]([C:24]1[CH:23]=[CH:22][C:21]([O:20][C:12]2[CH:11]=[C:10]3[C:5]([CH:6]([C:16]([O:18][CH3:19])=[O:17])[CH2:7][CH2:8][O:9]3)=[CH:4][C:3]=2[C:1]#[N:2])=[CH:33][CH:32]=1)=[O:26])([CH3:31])([CH3:29])[CH3:30], predict the reactants needed to synthesize it. (5) Given the product [F:10][C:4]1[CH:3]=[C:2]([S:17][CH3:16])[CH:7]=[CH:6][C:5]=1[O:8][CH3:9], predict the reactants needed to synthesize it. The reactants are: Br[C:2]1[CH:7]=[CH:6][C:5]([O:8][CH3:9])=[C:4]([F:10])[CH:3]=1.C([Li])CCC.[CH3:16][S:17]SC. (6) Given the product [F:33][C:34]1[CH:39]=[CH:38][CH:37]=[C:36]([CH3:40])[C:35]=1[NH:41][C:22]1[CH:21]=[C:20]([C:18]2[N:19]=[C:14]([N:11]3[CH2:12][CH2:13][NH:8][CH2:9][CH2:10]3)[C:15]3[C:30]([O:31][CH3:32])=[CH:29][N:28]=[CH:27][C:16]=3[N:17]=2)[CH:25]=[CH:24][N:23]=1, predict the reactants needed to synthesize it. The reactants are: C(OC([N:8]1[CH2:13][CH2:12][N:11]([C:14]2[C:15]3[C:30]([O:31][CH3:32])=[CH:29][N:28]=[CH:27][C:16]=3[N:17]=[C:18]([C:20]3[CH:25]=[CH:24][N:23]=[C:22](Cl)[CH:21]=3)[N:19]=2)[CH2:10][CH2:9]1)=O)(C)(C)C.[F:33][C:34]1[CH:39]=[CH:38][CH:37]=[C:36]([CH3:40])[C:35]=1[NH2:41]. (7) Given the product [C:1]([C:3]1[CH:4]=[C:5]([CH:9]=[CH:10][CH:11]=1)[C:6]([NH:25][C:23]1[CH:22]=[N:21][N:20]([CH2:19][C:18]2[C:14]([CH3:13])=[N:15][O:16][C:17]=2[CH3:26])[CH:24]=1)=[O:8])#[N:2], predict the reactants needed to synthesize it. The reactants are: [C:1]([C:3]1[CH:4]=[C:5]([CH:9]=[CH:10][CH:11]=1)[C:6]([OH:8])=O)#[N:2].Cl.[CH3:13][C:14]1[C:18]([CH2:19][N:20]2[CH:24]=[C:23]([NH2:25])[CH:22]=[N:21]2)=[C:17]([CH3:26])[O:16][N:15]=1. (8) Given the product [CH3:25][O:24][CH2:23][C:7]1[C:6]2[C:2]([NH:1][C:32](=[O:33])[CH3:34])=[N:3][NH:4][C:5]=2[CH:10]=[C:9]([NH:11][C:12]([NH:14][C@@H:15]([C:17]2[CH:22]=[CH:21][CH:20]=[CH:19][CH:18]=2)[CH3:16])=[O:13])[N:8]=1, predict the reactants needed to synthesize it. The reactants are: [NH2:1][C:2]1[C:6]2[C:7]([CH2:23][O:24][CH3:25])=[N:8][C:9]([NH:11][C:12]([NH:14][C@@H:15]([C:17]3[CH:22]=[CH:21][CH:20]=[CH:19][CH:18]=3)[CH3:16])=[O:13])=[CH:10][C:5]=2[NH:4][N:3]=1.N1C=CC=CC=1.[C:32](Cl)([CH3:34])=[O:33].[OH-].[Na+].